The task is: Predict the reaction yield, written as a fraction of the theoretical maximum amount of product (1.0 means a 100% yield; for example, 0.34 means a 34% yield).. This data is from Reaction yield outcomes from USPTO patents with 853,638 reactions. (1) The reactants are [CH3:1][NH:2][C:3]([C:5]1[C:13]2[C:8](=[CH:9][C:10]([O:14]C)=[CH:11][CH:12]=2)[N:7]([CH3:16])[CH:6]=1)=[O:4].B(Br)(Br)Br. No catalyst specified. The product is [CH3:1][NH:2][C:3]([C:5]1[C:13]2[C:8](=[CH:9][C:10]([OH:14])=[CH:11][CH:12]=2)[N:7]([CH3:16])[CH:6]=1)=[O:4]. The yield is 0.510. (2) The reactants are [C:1]1([S:7]([N:10]2[C:18]3[C:13](=[C:14]([N:19]4[CH2:24][CH2:23][N:22](CC5C=CC=CC=5)[CH2:21][CH2:20]4)[CH:15]=[CH:16][CH:17]=3)[CH:12]=[N:11]2)(=[O:9])=[O:8])[CH:6]=[CH:5][CH:4]=[CH:3][CH:2]=1.[Cl:32]C(OC(Cl)C)=O. The catalyst is ClCCCl. The product is [ClH:32].[C:1]1([S:7]([N:10]2[C:18]3[C:13](=[C:14]([N:19]4[CH2:24][CH2:23][NH:22][CH2:21][CH2:20]4)[CH:15]=[CH:16][CH:17]=3)[CH:12]=[N:11]2)(=[O:9])=[O:8])[CH:2]=[CH:3][CH:4]=[CH:5][CH:6]=1. The yield is 0.630. (3) The reactants are [CH2:1]([N:8]1[C:14](=[O:15])[C:13]2[CH:16]=[CH:17][CH:18]=[CH:19][C:12]=2[O:11][C:10]2[CH:20]=[CH:21][C:22]([CH:24]=[O:25])=[CH:23][C:9]1=2)[C:2]1[CH:7]=[CH:6][CH:5]=[CH:4][CH:3]=1.[Br-].[Mg+2].[Br-].[N+:29]([C:32]1[CH:50]=[CH:49][C:35]([CH2:36][O:37][C:38]([C:40]2[N:41]3[C@H:44]([S:45][CH:46]=2)[C@@H:43]([Br:47])[C:42]3=[O:48])=[O:39])=[CH:34][CH:33]=1)([O-:31])=[O:30].C(N(CC)CC)C.[C:58](OC(=O)C)(=[O:60])[CH3:59]. The catalyst is C(#N)C.CN(C1C=CN=CC=1)C.C1COCC1. The product is [N+:29]([C:32]1[CH:50]=[CH:49][C:35]([CH2:36][O:37][C:38]([C:40]2[N:41]3[CH:44]([S:45][CH:46]=2)[C:43]([CH:24]([O:25][C:58](=[O:60])[CH3:59])[C:22]2[CH:21]=[CH:20][C:10]4[O:11][C:12]5[CH:19]=[CH:18][CH:17]=[CH:16][C:13]=5[C:14](=[O:15])[N:8]([CH2:1][C:2]5[CH:3]=[CH:4][CH:5]=[CH:6][CH:7]=5)[C:9]=4[CH:23]=2)([Br:47])[C:42]3=[O:48])=[O:39])=[CH:34][CH:33]=1)([O-:31])=[O:30]. The yield is 0.410. (4) The reactants are [N+:1]([C:4]1[CH:12]=[C:11]([C:13]([F:16])([F:15])[F:14])[CH:10]=[CH:9][C:5]=1[C:6]([OH:8])=[O:7])([O-])=O. The catalyst is CO.[Pd]. The product is [NH2:1][C:4]1[CH:12]=[C:11]([C:13]([F:14])([F:15])[F:16])[CH:10]=[CH:9][C:5]=1[C:6]([OH:8])=[O:7]. The yield is 0.900. (5) The reactants are [CH2:1]([O:15][CH2:16][C@H:17]([O:20][CH2:21][CH2:22][CH2:23][CH2:24][CH2:25][CH2:26][CH2:27][CH2:28][CH2:29][CH2:30][CH2:31][CH2:32][CH2:33][CH3:34])[CH2:18]O)[CH2:2][CH2:3][CH2:4][CH2:5][CH2:6][CH2:7][CH2:8][CH2:9][CH2:10][CH2:11][CH2:12][CH2:13][CH3:14].C1(P(C2C=CC=CC=2)C2C=CC=CC=2)C=CC=CC=1.C(Br)(Br)(Br)[Br:55]. The catalyst is ClCCl.O. The product is [CH2:1]([O:15][CH2:16][C@H:17]([O:20][CH2:21][CH2:22][CH2:23][CH2:24][CH2:25][CH2:26][CH2:27][CH2:28][CH2:29][CH2:30][CH2:31][CH2:32][CH2:33][CH3:34])[CH2:18][Br:55])[CH2:2][CH2:3][CH2:4][CH2:5][CH2:6][CH2:7][CH2:8][CH2:9][CH2:10][CH2:11][CH2:12][CH2:13][CH3:14]. The yield is 0.900. (6) The reactants are [F:1][C:2]1[CH:7]=[CH:6][C:5]([F:8])=[CH:4][C:3]=1[C@H:9]1[CH2:13][CH2:12][CH2:11][N:10]1[C:14]1[CH:19]=[CH:18][N:17]2[N:20]=[CH:21][C:22]([NH2:23])=[C:16]2[N:15]=1.C1N=CN([C:29](N2C=NC=C2)=[O:30])C=1.Cl.[C@H:37]12[CH2:43][C@H:40]([NH:41][CH2:42]1)[CH2:39][O:38]2.CCN(C(C)C)C(C)C. The catalyst is C(Cl)Cl. The product is [F:1][C:2]1[CH:7]=[CH:6][C:5]([F:8])=[CH:4][C:3]=1[C@H:9]1[CH2:13][CH2:12][CH2:11][N:10]1[C:14]1[CH:19]=[CH:18][N:17]2[N:20]=[CH:21][C:22]([NH:23][C:29]([N:41]3[CH2:42][C@@H:37]4[CH2:43][C@H:40]3[CH2:39][O:38]4)=[O:30])=[C:16]2[N:15]=1. The yield is 0.860.